This data is from Forward reaction prediction with 1.9M reactions from USPTO patents (1976-2016). The task is: Predict the product of the given reaction. (1) Given the reactants Cl.[NH2:2][CH:3]([CH:7]1[CH2:14][C:13]2[C:8]1=[CH:9][CH:10]=[CH:11][CH:12]=2)[C:4]([OH:6])=[O:5].S(Cl)([Cl:17])=O.[CH3:19]O, predict the reaction product. The product is: [ClH:17].[NH2:2][CH:3]([CH:7]1[CH2:14][C:13]2[C:8]1=[CH:9][CH:10]=[CH:11][CH:12]=2)[C:4]([O:6][CH3:19])=[O:5]. (2) Given the reactants [NH:1]1[C:9]2[C:4](=[CH:5][CH:6]=[CH:7][CH:8]=2)[CH:3]=[C:2]1[C:10]([OH:12])=[O:11].[CH3:13]O, predict the reaction product. The product is: [CH3:13][O:11][C:10]([C:2]1[NH:1][C:9]2[C:4]([CH:3]=1)=[CH:5][CH:6]=[CH:7][CH:8]=2)=[O:12]. (3) Given the reactants NCCCCCN1C2C=CC=CC=2N=C1CN(C)C1C2N=CC=CC=2CCC1.[CH3:29][N:30]([CH2:41][C:42]1[N:46]([CH2:47][CH:48]2[CH2:53][CH2:52][CH2:51][N:50]([CH3:54])[CH2:49]2)[C:45]2[CH:55]=[CH:56][CH:57]=[CH:58][C:44]=2[N:43]=1)[CH:31]1[C:40]2[N:39]=[CH:38][CH:37]=[CH:36][C:35]=2[CH2:34][CH2:33][CH2:32]1, predict the reaction product. The product is: [CH3:54][N:50]([CH3:49])[CH2:51][CH2:52][CH2:53][CH2:48][CH2:47][N:46]1[C:45]2[CH:55]=[CH:56][CH:57]=[CH:58][C:44]=2[N:43]=[C:42]1[CH2:41][N:30]([CH3:29])[CH:31]1[C:40]2[N:39]=[CH:38][CH:37]=[CH:36][C:35]=2[CH2:34][CH2:33][CH2:32]1. (4) Given the reactants [Cl:1][C:2]1[CH:7]=[C:6]([Cl:8])[C:5]([S:9]([CH2:11][C:12]([F:15])([F:14])[F:13])=[O:10])=[CH:4][C:3]=1[OH:16].[F:17][C:18]([F:29])([F:28])[C:19]1[CH:24]=[CH:23][C:22]([CH2:25][CH2:26]O)=[CH:21][CH:20]=1.C1(P(C2C=CC=CC=2)C2C=CC=CC=2)C=CC=CC=1.N(C(OC(C)C)=O)=NC(OC(C)C)=O, predict the reaction product. The product is: [F:17][C:18]([F:28])([F:29])[C:19]1[CH:20]=[CH:21][C:22]([CH2:25][CH2:26][O:16][C:3]2[CH:4]=[C:5]([S:9]([CH2:11][C:12]([F:13])([F:15])[F:14])=[O:10])[C:6]([Cl:8])=[CH:7][C:2]=2[Cl:1])=[CH:23][CH:24]=1. (5) Given the reactants O[CH:2]([C:28]1[C:37]2[C:32](=[CH:33][C:34]([O:38][CH3:39])=[CH:35][CH:36]=2)[N:31]=[CH:30][CH:29]=1)[C:3]1[CH:8]=[CH:7][C:6]([NH:9][C:10]([C:12]2[C:13](=[O:27])[N:14]([C:21]3[CH:26]=[CH:25][CH:24]=[CH:23][CH:22]=3)[N:15]([CH2:18][CH2:19][CH3:20])[C:16]=2[CH3:17])=[O:11])=[CH:5][CH:4]=1, predict the reaction product. The product is: [CH3:39][O:38][C:34]1[CH:33]=[C:32]2[C:37]([C:28]([CH2:2][C:3]3[CH:4]=[CH:5][C:6]([NH:9][C:10]([C:12]4[C:13](=[O:27])[N:14]([C:21]5[CH:26]=[CH:25][CH:24]=[CH:23][CH:22]=5)[N:15]([CH2:18][CH2:19][CH3:20])[C:16]=4[CH3:17])=[O:11])=[CH:7][CH:8]=3)=[CH:29][CH:30]=[N:31]2)=[CH:36][CH:35]=1. (6) Given the reactants ClC1C=C(OC)C(NS(C2SC(C)=NC=2C)(=O)=O)=NC=1.[Br:21][C:22]1[CH:23]=[C:24]([S:29](Cl)(=[O:31])=[O:30])[CH:25]=[N:26][C:27]=1[Cl:28].CC1N=C(C)SC=1S(Cl)(=O)=O.[Cl:44][C:45]1[CH:46]=[C:47]([NH2:53])[C:48]([O:51][CH3:52])=[N:49][CH:50]=1.ClC1C=C(OC)C(N)=NC=1, predict the reaction product. The product is: [Br:21][C:22]1[CH:23]=[C:24]([S:29]([NH:53][C:47]2[C:48]([O:51][CH3:52])=[N:49][CH:50]=[C:45]([Cl:44])[CH:46]=2)(=[O:31])=[O:30])[CH:25]=[N:26][C:27]=1[Cl:28]. (7) Given the reactants [N:1]1([CH2:7][C:8]2[CH:13]=[CH:12][C:11]([OH:14])=[CH:10][CH:9]=2)[CH2:6][CH2:5][CH2:4][CH2:3][CH2:2]1.[CH2:15]([N:17]([CH2:21][CH3:22])[CH2:18][CH2:19]O)[CH3:16].C1(P(C2C=CC=CC=2)C2C=CC=CC=2)C=CC=CC=1.CC(OC(/N=N/C(OC(C)(C)C)=O)=O)(C)C.[CH2:58]([Cl:60])[Cl:59], predict the reaction product. The product is: [NH3:1].[CH2:58]([Cl:60])[Cl:59].[CH2:15]([N:17]([CH2:21][CH3:22])[CH2:18][CH2:19][O:14][C:11]1[CH:10]=[CH:9][C:8]([CH2:7][N:1]2[CH2:6][CH2:5][CH2:4][CH2:3][CH2:2]2)=[CH:13][CH:12]=1)[CH3:16].